Dataset: Forward reaction prediction with 1.9M reactions from USPTO patents (1976-2016). Task: Predict the product of the given reaction. (1) Given the reactants [CH3:1][O:2][C:3]1[CH:8]=[CH:7][CH:6]=[CH:5][C:4]=1[C:9]1[CH:14]=[C:13]([N+:15]([O-:17])=[O:16])[CH:12]=[C:11]([C:18]([OH:20])=[O:19])[CH:10]=1.Cl.[CH3:22]O, predict the reaction product. The product is: [CH3:22][O:19][C:18]([C:11]1[CH:10]=[C:9]([C:4]2[CH:5]=[CH:6][CH:7]=[CH:8][C:3]=2[O:2][CH3:1])[CH:14]=[C:13]([N+:15]([O-:17])=[O:16])[CH:12]=1)=[O:20]. (2) Given the reactants [C:1]([Si:5]([CH3:17])([CH3:16])[O:6][C:7]1[CH:15]=[C:14]2[C:10]([CH:11]=[CH:12][NH:13]2)=[CH:9][CH:8]=1)([CH3:4])([CH3:3])[CH3:2].C(=O)([O-])[O-].[Cs+].[Cs+].[CH2:24]([O:26][C:27](=[O:30])[CH2:28]Br)[CH3:25], predict the reaction product. The product is: [CH2:24]([O:26][C:27](=[O:30])[CH2:28][N:13]1[C:14]2[C:10](=[CH:9][CH:8]=[C:7]([O:6][Si:5]([C:1]([CH3:4])([CH3:3])[CH3:2])([CH3:17])[CH3:16])[CH:15]=2)[CH:11]=[CH:12]1)[CH3:25]. (3) Given the reactants [CH2:1]([O:8][N:9]1[C:14]2[N:15]=[CH:16][N:17]=[C:18]([CH3:19])[C:13]=2[C:12](O)=[CH:11][C:10]1=[O:21])[C:2]1[CH:7]=[CH:6][CH:5]=[CH:4][CH:3]=1.C([N:24]([CH2:27][CH3:28])CC)C, predict the reaction product. The product is: [CH2:1]([O:8][N:9]1[C:14]2[N:15]=[CH:16][N:17]=[C:18]([CH3:19])[C:13]=2[C:12]([NH:9][CH2:14][C:13]2[CH:18]=[C:28]([CH:10]=[CH:11][CH:12]=2)[C:27]#[N:24])=[CH:11][C:10]1=[O:21])[C:2]1[CH:7]=[CH:6][CH:5]=[CH:4][CH:3]=1.